Dataset: Full USPTO retrosynthesis dataset with 1.9M reactions from patents (1976-2016). Task: Predict the reactants needed to synthesize the given product. (1) Given the product [Br:1][C:2]1[CH:3]=[C:4]2[N:12]([CH3:13])[CH:11]=[CH:10][C:5]2=[N:6][C:7]=1[CH:8]([NH2:9])[CH3:14], predict the reactants needed to synthesize it. The reactants are: [Br:1][C:2]1[CH:3]=[C:4]2[N:12]([CH3:13])[CH:11]=[CH:10][C:5]2=[N:6][C:7]=1[C:8]#[N:9].[CH3:14][Mg]Cl.C1COCC1.C[O-].[Na+].[BH4-].[Na+].[BH4-]. (2) Given the product [Br:1][C:2]1[S:3][C:4]([CH:7]([OH:8])[C:11]([F:14])([F:13])[F:12])=[CH:5][N:6]=1, predict the reactants needed to synthesize it. The reactants are: [Br:1][C:2]1[S:3][C:4]([CH:7]=[O:8])=[CH:5][N:6]=1.[F-].[Cs+].[C:11]([Si](C)(C)C)([F:14])([F:13])[F:12]. (3) Given the product [F:19][C:20]([F:33])([F:32])[S:21]([O:17][C:13]1[CH2:14][CH2:15][CH2:16][C:11](=[O:18])[CH:12]=1)(=[O:23])=[O:22], predict the reactants needed to synthesize it. The reactants are: C[Si]([N-][Si](C)(C)C)(C)C.[Na+].[C:11]1(=[O:18])[CH2:16][CH2:15][CH2:14][C:13](=[O:17])[CH2:12]1.[F:19][C:20]([F:33])([F:32])[S:21](O[S:21]([C:20]([F:33])([F:32])[F:19])(=[O:23])=[O:22])(=[O:23])=[O:22].C(=O)(O)[O-].[Na+]. (4) Given the product [S:3]1[C:7]2[CH:8]=[CH:9][CH:10]=[CH:11][C:6]=2[N:5]=[C:4]1[C:12]1[C:20]2[CH2:19][CH2:18][N:17]([CH2:26][CH3:27])[C:16](=[O:21])[C:15]=2[S:14][C:13]=1[NH:22][C:23](=[O:25])[CH3:24], predict the reactants needed to synthesize it. The reactants are: [H-].[Na+].[S:3]1[C:7]2[CH:8]=[CH:9][CH:10]=[CH:11][C:6]=2[N:5]=[C:4]1[C:12]1[C:20]2[CH2:19][CH2:18][NH:17][C:16](=[O:21])[C:15]=2[S:14][C:13]=1[NH:22][C:23](=[O:25])[CH3:24].[CH2:26](I)[CH3:27].